Dataset: Full USPTO retrosynthesis dataset with 1.9M reactions from patents (1976-2016). Task: Predict the reactants needed to synthesize the given product. (1) The reactants are: [Br:1][C:2]1[CH:10]=[CH:9][C:5]([C:6]([OH:8])=O)=[CH:4][C:3]=1[F:11].[NH:12]1[CH2:17][CH2:16][O:15][CH2:14][CH2:13]1. Given the product [Br:1][C:2]1[CH:10]=[CH:9][C:5]([C:6]([N:12]2[CH2:17][CH2:16][O:15][CH2:14][CH2:13]2)=[O:8])=[CH:4][C:3]=1[F:11], predict the reactants needed to synthesize it. (2) Given the product [ClH:1].[ClH:1].[O:2]1[CH:6]=[N:5][C:4]([C:7]2[CH:12]=[CH:11][C:10]([C@H:13]3[CH2:18][NH:17][CH2:16][CH2:15][NH:14]3)=[CH:9][CH:8]=2)=[N:3]1, predict the reactants needed to synthesize it. The reactants are: [ClH:1].[O:2]1[CH:6]=[N:5][C:4]([C:7]2[CH:12]=[CH:11][C:10]([C@H:13]3[CH2:18][N:17](C(OC(C)(C)C)=O)[CH2:16][CH2:15][N:14]3C(OC(C)(C)C)=O)=[CH:9][CH:8]=2)=[N:3]1. (3) Given the product [OH:38][CH2:37][CH2:36][CH2:35][O:34][C:25]1[C:26]([O:32][CH3:33])=[CH:27][C:28]([O:30][CH3:31])=[CH:29][C:24]=1[NH:23][C:22]1[C:13]([NH:12][S:9]([C:6]2[CH:7]=[CH:8][C:3]([CH2:2][NH:1][C:39](=[O:41])[CH3:40])=[CH:4][CH:5]=2)(=[O:11])=[O:10])=[N:14][C:15]2[C:20]([N:21]=1)=[CH:19][CH:18]=[CH:17][CH:16]=2, predict the reactants needed to synthesize it. The reactants are: [NH2:1][CH2:2][C:3]1[CH:8]=[CH:7][C:6]([S:9]([NH:12][C:13]2[C:22]([NH:23][C:24]3[CH:29]=[C:28]([O:30][CH3:31])[CH:27]=[C:26]([O:32][CH3:33])[C:25]=3[O:34][CH2:35][CH2:36][CH2:37][OH:38])=[N:21][C:20]3[C:15](=[CH:16][CH:17]=[CH:18][CH:19]=3)[N:14]=2)(=[O:11])=[O:10])=[CH:5][CH:4]=1.[C:39](O)(=[O:41])[CH3:40].O. (4) Given the product [C:1]1([C:7]2[CH:8]=[CH:9][C:18]([C:17]([OH:15])=[O:19])=[N:11][CH:12]=2)[CH:6]=[CH:5][CH:4]=[CH:3][CH:2]=1, predict the reactants needed to synthesize it. The reactants are: [C:1]1([C:7]2[CH:8]=[CH:9]C(C#N)=[N:11][CH:12]=2)[CH:6]=[CH:5][CH:4]=[CH:3][CH:2]=1.[OH-:15].[Na+].[CH2:17]([OH:19])[CH3:18]. (5) The reactants are: C[O:2][C:3]([C:5]1[S:6][C:7]([C:10]2[CH:15]=[CH:14][CH:13]=[CH:12][C:11]=2[NH:16][C:17]([C:19]2[CH:20]=[C:21]([C:25]3[CH:30]=[C:29]([O:31][CH3:32])[CH:28]=[C:27]([O:33][CH3:34])[CH:26]=3)[CH:22]=[CH:23][CH:24]=2)=[O:18])=[CH:8][CH:9]=1)=[O:4]. Given the product [CH3:34][O:33][C:27]1[CH:26]=[C:25]([C:21]2[CH:22]=[CH:23][CH:24]=[C:19]([C:17]([NH:16][C:11]3[CH:12]=[CH:13][CH:14]=[CH:15][C:10]=3[C:7]3[S:6][C:5]([C:3]([OH:4])=[O:2])=[CH:9][CH:8]=3)=[O:18])[CH:20]=2)[CH:30]=[C:29]([O:31][CH3:32])[CH:28]=1, predict the reactants needed to synthesize it.